From a dataset of Reaction yield outcomes from USPTO patents with 853,638 reactions. Predict the reaction yield, written as a fraction of the theoretical maximum amount of product (1.0 means a 100% yield; for example, 0.34 means a 34% yield). The reactants are [O:1]([C:8]1[CH:23]=[C:22]([C:24]([F:27])([F:26])[F:25])[CH:21]=[CH:20][C:9]=1[O:10][C@@H:11]([CH3:19])[CH2:12][CH2:13]OS(C)(=O)=O)[C:2]1[CH:7]=[CH:6][CH:5]=[CH:4][CH:3]=1.[CH2:28]([O:30][C:31](=[O:43])[CH2:32][O:33][C:34]1[CH:39]=[CH:38][C:37]([SH:40])=[CH:36][C:35]=1[CH2:41][CH3:42])[CH3:29]. No catalyst specified. The product is [CH2:28]([O:30][C:31](=[O:43])[CH2:32][O:33][C:34]1[CH:39]=[CH:38][C:37]([S:40][CH2:13][CH2:12][C@@H:11]([O:10][C:9]2[CH:20]=[CH:21][C:22]([C:24]([F:27])([F:26])[F:25])=[CH:23][C:8]=2[O:1][C:2]2[CH:3]=[CH:4][CH:5]=[CH:6][CH:7]=2)[CH3:19])=[CH:36][C:35]=1[CH2:41][CH3:42])[CH3:29]. The yield is 0.850.